This data is from Full USPTO retrosynthesis dataset with 1.9M reactions from patents (1976-2016). The task is: Predict the reactants needed to synthesize the given product. (1) Given the product [C:26]1([CH:32]([CH3:36])[C:33]([NH:1][C:2]2[CH:3]=[C:4]([C:8]3[C:16]4[C:11](=[CH:12][CH:13]=[C:14]([C:17]([NH2:19])=[O:18])[CH:15]=4)[NH:10][N:9]=3)[CH:5]=[CH:6][CH:7]=2)=[O:34])[CH:31]=[CH:30][CH:29]=[CH:28][CH:27]=1, predict the reactants needed to synthesize it. The reactants are: [NH2:1][C:2]1[CH:3]=[C:4]([C:8]2[C:16]3[C:11](=[CH:12][CH:13]=[C:14]([C:17]([NH2:19])=[O:18])[CH:15]=3)[N:10](C3CCCCO3)[N:9]=2)[CH:5]=[CH:6][CH:7]=1.[C:26]1([CH:32]([CH3:36])[C:33](O)=[O:34])[CH:31]=[CH:30][CH:29]=[CH:28][CH:27]=1.CCN=C=NCCCN(C)C. (2) Given the product [CH3:1][O:2][C:3]([C:5]1[C:10]([O:11][CH2:20][C:21]([F:24])([F:23])[F:22])=[CH:9][CH:8]=[CH:7][N:6]=1)=[O:4], predict the reactants needed to synthesize it. The reactants are: [CH3:1][O:2][C:3]([C:5]1[C:10]([OH:11])=[CH:9][CH:8]=[CH:7][N:6]=1)=[O:4].[H-].[Na+].FC(F)(F)S(O[CH2:20][C:21]([F:24])([F:23])[F:22])(=O)=O.